This data is from Reaction yield outcomes from USPTO patents with 853,638 reactions. The task is: Predict the reaction yield, written as a fraction of the theoretical maximum amount of product (1.0 means a 100% yield; for example, 0.34 means a 34% yield). (1) The reactants are Cl.[Cl:2][CH2:3][CH2:4][NH:5][CH2:6][CH2:7][Cl:8].C(N(CC)CC)C.[C:16]([NH:19][C:20]1[CH:25]=[CH:24][C:23]([S:26](Cl)(=[O:28])=[O:27])=[CH:22][CH:21]=1)(=[O:18])[CH3:17]. The catalyst is O1CCOCC1. The product is [Cl:2][CH2:3][CH2:4][N:5]([CH2:6][CH2:7][Cl:8])[S:26]([C:23]1[CH:22]=[CH:21][C:20]([NH:19][C:16](=[O:18])[CH3:17])=[CH:25][CH:24]=1)(=[O:28])=[O:27]. The yield is 0.404. (2) The reactants are [ClH:1].[F:2][C:3]([F:22])([F:21])[C:4]([NH:6][CH2:7][C:8]1[CH:13]=[CH:12][C:11]([F:14])=[C:10]([C:15]2[CH:20]=[CH:19][N:18]=[CH:17][CH:16]=2)[CH:9]=1)=[O:5]. The catalyst is [Pt].CO. The product is [ClH:1].[F:21][C:3]([F:2])([F:22])[C:4]([NH:6][CH2:7][C:8]1[CH:13]=[CH:12][C:11]([F:14])=[C:10]([CH:15]2[CH2:20][CH2:19][NH:18][CH2:17][CH2:16]2)[CH:9]=1)=[O:5]. The yield is 0.890.